This data is from Catalyst prediction with 721,799 reactions and 888 catalyst types from USPTO. The task is: Predict which catalyst facilitates the given reaction. (1) Reactant: [Mg].II.Br[CH:5]1[CH2:10][CH2:9][O:8][CH2:7][CH2:6]1.CON(C)[C:14](=[O:18])[CH2:15][O:16][CH3:17]. Product: [CH3:17][O:16][CH2:15][C:14]([CH:5]1[CH2:10][CH2:9][O:8][CH2:7][CH2:6]1)=[O:18]. The catalyst class is: 1. (2) Reactant: [CH:1]1([C:7]2[C:8]3[CH:9]=[CH:10][C:11]([C:39](O)=[O:40])=[CH:12][C:13]=3[N:14]3[CH2:20][C:19]([C:21]([N:23]4[CH2:28][CH2:27][CH:26]([N:29]5[CH2:34][CH2:33][O:32][CH2:31][CH2:30]5)[CH2:25][CH2:24]4)=[O:22])=[CH:18][C:17]4[CH:35]=[CH:36][CH:37]=[CH:38][C:16]=4[C:15]=23)[CH2:6][CH2:5][CH2:4][CH2:3][CH2:2]1.C(N(CC)C(C)C)(C)C.Cl.CN(C)CCCN=C=NCC.ON1C2C=CC=CC=2N=N1.[CH2:73]([NH2:79])[C@@H:74]1[O:78][CH2:77][CH2:76][CH2:75]1. Product: [CH:1]1([C:7]2[C:8]3[CH:9]=[CH:10][C:11]([C:39]([NH:79][CH2:73][C@H:74]4[CH2:75][CH2:76][CH2:77][O:78]4)=[O:40])=[CH:12][C:13]=3[N:14]3[CH2:20][C:19]([C:21]([N:23]4[CH2:24][CH2:25][CH:26]([N:29]5[CH2:30][CH2:31][O:32][CH2:33][CH2:34]5)[CH2:27][CH2:28]4)=[O:22])=[CH:18][C:17]4[CH:35]=[CH:36][CH:37]=[CH:38][C:16]=4[C:15]=23)[CH2:6][CH2:5][CH2:4][CH2:3][CH2:2]1. The catalyst class is: 158.